Dataset: Peptide-MHC class II binding affinity with 134,281 pairs from IEDB. Task: Regression. Given a peptide amino acid sequence and an MHC pseudo amino acid sequence, predict their binding affinity value. This is MHC class II binding data. (1) The peptide sequence is AAVPGKNVVNVQTKP. The MHC is HLA-DQA10501-DQB10402 with pseudo-sequence HLA-DQA10501-DQB10402. The binding affinity (normalized) is 0.351. (2) The peptide sequence is KPAAAATATATSAVG. The MHC is DRB1_0701 with pseudo-sequence DRB1_0701. The binding affinity (normalized) is 0.103.